Predict the product of the given reaction. From a dataset of Forward reaction prediction with 1.9M reactions from USPTO patents (1976-2016). (1) Given the reactants [CH3:1][O:2][C:3]([C:5]1[N:6]=[N:7][N:8](CC2C=CC(OC)=CC=2)[C:9]=1[CH3:10])=[O:4].COC(C1N(CC2C=CC(OC)=CC=2)N=NC=1C)=O.[N+]([O-])([O-])=O.[NH4+].[Ce+4].[N+]([O-])([O-])=O.[N+]([O-])([O-])=O.[N+]([O-])([O-])=O.[N+]([O-])([O-])=O, predict the reaction product. The product is: [CH3:1][O:2][C:3]([C:5]1[C:9]([CH3:10])=[N:8][NH:7][N:6]=1)=[O:4]. (2) Given the reactants [CH3:1][C:2]1([CH3:19])[CH2:7][CH2:6][CH:5]([C:8]2[CH:18]=[CH:17][C:11]([O:12][CH2:13][CH:14]3[CH2:16][O:15]3)=[CH:10][CH:9]=2)[CH2:4][CH2:3]1.[N:20]#[C:21][NH2:22].[Na], predict the reaction product. The product is: [CH3:19][C:2]1([CH3:1])[CH2:3][CH2:4][CH:5]([C:8]2[CH:9]=[CH:10][C:11]([O:12][CH2:13][CH:14]3[O:15][C:21]([NH2:22])=[N:20][CH2:16]3)=[CH:17][CH:18]=2)[CH2:6][CH2:7]1. (3) Given the reactants Br[C:2]1[CH:3]=[C:4]([N:8]2[C:16]3[CH:15]=[CH:14][C:13]([CH3:17])=[CH:12][C:11]=3[C:10]3[CH2:18][N:19]([CH3:22])[CH2:20][CH2:21][C:9]2=3)[CH:5]=[CH:6][CH:7]=1.[CH3:23][N:24]1[C:32]2[C:27](=[CH:28][C:29](B3OC(C)(C)C(C)(C)O3)=[CH:30][CH:31]=2)[CH:26]=[CH:25]1.C([O-])([O-])=O.[K+].[K+].O, predict the reaction product. The product is: [CH3:22][N:19]1[CH2:20][CH2:21][C:9]2[N:8]([C:4]3[CH:5]=[CH:6][CH:7]=[C:2]([C:29]4[CH:28]=[C:27]5[C:32](=[CH:31][CH:30]=4)[N:24]([CH3:23])[CH:25]=[CH:26]5)[CH:3]=3)[C:16]3[CH:15]=[CH:14][C:13]([CH3:17])=[CH:12][C:11]=3[C:10]=2[CH2:18]1. (4) Given the reactants Cl[C:2]1[N:7]=[C:6]([NH:8][CH:9]2[CH2:11][CH2:10]2)[N:5]=[C:4]([C:12]2[CH:17]=[CH:16][C:15]([CH3:18])=[CH:14][CH:13]=2)[C:3]=1[C:19]#[N:20].[SH:21][CH2:22][C:23]([NH2:25])=[O:24].C(=O)([O-])[O-].[Na+].[Na+].[O-]CC.[Na+], predict the reaction product. The product is: [NH2:20][C:19]1[C:3]2[C:4]([C:12]3[CH:17]=[CH:16][C:15]([CH3:18])=[CH:14][CH:13]=3)=[N:5][C:6]([NH:8][CH:9]3[CH2:11][CH2:10]3)=[N:7][C:2]=2[S:21][C:22]=1[C:23]([NH2:25])=[O:24]. (5) Given the reactants [CH:1]1([N:5]2[C:9]3=[N:10][C:11]([CH3:14])=[CH:12][CH:13]=[C:8]3[C:7]([C:15]#[N:16])=[C:6]2[Sn](CCCC)(CCCC)CCCC)[CH2:4][CH2:3][CH2:2]1.Cl[C:31]1[N:36]=[CH:35][C:34]([S:37]([NH:40][CH:41]2[CH2:44][CH2:43][CH2:42]2)(=[O:39])=[O:38])=[CH:33][CH:32]=1, predict the reaction product. The product is: [C:15]([C:7]1[C:8]2[C:9](=[N:10][C:11]([CH3:14])=[CH:12][CH:13]=2)[N:5]([CH:1]2[CH2:2][CH2:3][CH2:4]2)[C:6]=1[C:31]1[N:36]=[CH:35][C:34]([S:37]([NH:40][CH:41]2[CH2:44][CH2:43][CH2:42]2)(=[O:39])=[O:38])=[CH:33][CH:32]=1)#[N:16]. (6) Given the reactants [CH3:13][C:12]([O:11][C:9](O[C:9]([O:11][C:12]([CH3:15])([CH3:14])[CH3:13])=[O:10])=[O:10])([CH3:15])[CH3:14].[CH2:16]([O:23][C:24]1[CH:29]=[CH:28][C:27]([C@@H:30]2[CH2:32][C@H:31]2[NH2:33])=[CH:26][CH:25]=1)[C:17]1[CH:22]=[CH:21][CH:20]=[CH:19][CH:18]=1.CCN(CC)CC, predict the reaction product. The product is: [CH2:16]([O:23][C:24]1[CH:25]=[CH:26][C:27]([C@@H:30]2[CH2:32][C@H:31]2[NH:33][C:9](=[O:10])[O:11][C:12]([CH3:13])([CH3:14])[CH3:15])=[CH:28][CH:29]=1)[C:17]1[CH:18]=[CH:19][CH:20]=[CH:21][CH:22]=1. (7) Given the reactants [C:1]([O:5][C:6]([N:8]1[CH2:13][CH2:12][N:11]([C:14]([C:16]2[C:24]3[C:19](=[CH:20][C:21]([O:25][CH3:26])=[CH:22][CH:23]=3)[N:18]([C:27]3[CH:32]=[CH:31][CH:30]=[CH:29][CH:28]=3)[C:17]=2Cl)=[O:15])[CH2:10][CH2:9]1)=[O:7])([CH3:4])([CH3:3])[CH3:2].[CH3:34][C:35]1[CH:40]=[CH:39][CH:38]=[CH:37][C:36]=1[OH:41], predict the reaction product. The product is: [C:1]([O:5][C:6]([N:8]1[CH2:13][CH2:12][N:11]([C:14]([C:16]2[C:24]3[C:19](=[CH:20][C:21]([O:25][CH3:26])=[CH:22][CH:23]=3)[N:18]([C:27]3[CH:32]=[CH:31][CH:30]=[CH:29][CH:28]=3)[C:17]=2[O:41][C:36]2[CH:37]=[CH:38][CH:39]=[CH:40][C:35]=2[CH3:34])=[O:15])[CH2:10][CH2:9]1)=[O:7])([CH3:4])([CH3:3])[CH3:2].